This data is from Catalyst prediction with 721,799 reactions and 888 catalyst types from USPTO. The task is: Predict which catalyst facilitates the given reaction. (1) Reactant: O=[C:2]1[CH2:5][N:4]([C:6]([O:8][C:9]([CH3:12])([CH3:11])[CH3:10])=[O:7])[CH2:3]1.[CH3:13][NH:14][CH:15]1[CH2:18][CH2:17][CH2:16]1.C(O[BH-](OC(=O)C)OC(=O)C)(=O)C.[Na+]. Product: [CH:15]1([N:14]([CH3:13])[CH:2]2[CH2:5][N:4]([C:6]([O:8][C:9]([CH3:12])([CH3:11])[CH3:10])=[O:7])[CH2:3]2)[CH2:18][CH2:17][CH2:16]1. The catalyst class is: 124. (2) Reactant: [CH3:1][C@@H:2]1[CH2:7][CH2:6][C@H:5]([N:8]2[CH2:13][CH2:12][NH:11][CH2:10][CH2:9]2)[CH2:4][CH2:3]1.F[C:15]1[CH:25]=[CH:24][C:18]([C:19]([O:21][CH2:22][CH3:23])=[O:20])=[CH:17][CH:16]=1.C(=O)([O-])[O-].[K+].[K+].O. Product: [CH3:1][C@@H:2]1[CH2:3][CH2:4][C@H:5]([N:8]2[CH2:13][CH2:12][N:11]([C:15]3[CH:25]=[CH:24][C:18]([C:19]([O:21][CH2:22][CH3:23])=[O:20])=[CH:17][CH:16]=3)[CH2:10][CH2:9]2)[CH2:6][CH2:7]1. The catalyst class is: 16. (3) Reactant: [H-].[Na+].C([O:10][C:11]1[CH:16]=[CH:15][C:14]([C:17](=[O:24])[CH2:18][C:19](OCC)=O)=[CH:13][C:12]=1[CH3:25])C1C=CC=CC=1.ClC[C:28]1[S:29][C:30]2[CH:37]=[CH:36][CH:35]=[CH:34][C:31]=2[C:32]=1[CH3:33]. Product: [OH:10][C:11]1[CH:16]=[CH:15][C:14]([C:17](=[O:24])[CH2:18][CH2:19][C:28]2[S:29][C:30]3[CH:37]=[CH:36][CH:35]=[CH:34][C:31]=3[C:32]=2[CH3:33])=[CH:13][C:12]=1[CH3:25]. The catalyst class is: 1. (4) Reactant: [OH:1][C:2]1[CH:3]=[C:4]2[C:9](=[CH:10][CH:11]=1)[C:8](=[O:12])[NH:7][CH2:6][CH2:5]2.CCN(CC)CC.[S:20](Cl)([C:23]([F:26])([F:25])[F:24])(=[O:22])=[O:21].O. Product: [F:24][C:23]([F:26])([F:25])[S:20]([O:1][C:2]1[CH:3]=[C:4]2[C:9](=[CH:10][CH:11]=1)[C:8](=[O:12])[NH:7][CH2:6][CH2:5]2)(=[O:22])=[O:21]. The catalyst class is: 2. (5) Reactant: [F:1][C:2]1[CH:52]=[CH:51][CH:50]=[C:49]([F:53])[C:3]=1[C:4]([NH:6][C:7]1[CH:12]=[CH:11][CH:10]=[C:9]([C:13]2[C:21]([C:22]3[CH:27]=[CH:26][N:25]=[C:24]([NH:28][C:29]4[CH:34]=[CH:33][CH:32]=[C:31]([CH2:35][N:36]([CH2:43][CH2:44][S:45]([CH3:48])(=[O:47])=[O:46])C(=O)C(F)(F)F)[CH:30]=4)[N:23]=3)=[C:16]3[CH:17]=[CH:18][CH:19]=[CH:20][N:15]3[N:14]=2)[CH:8]=1)=[O:5].O[Li].O. Product: [F:53][C:49]1[CH:50]=[CH:51][CH:52]=[C:2]([F:1])[C:3]=1[C:4]([NH:6][C:7]1[CH:12]=[CH:11][CH:10]=[C:9]([C:13]2[C:21]([C:22]3[CH:27]=[CH:26][N:25]=[C:24]([NH:28][C:29]4[CH:34]=[CH:33][CH:32]=[C:31]([CH2:35][NH:36][CH2:43][CH2:44][S:45]([CH3:48])(=[O:47])=[O:46])[CH:30]=4)[N:23]=3)=[C:16]3[CH:17]=[CH:18][CH:19]=[CH:20][N:15]3[N:14]=2)[CH:8]=1)=[O:5]. The catalyst class is: 249. (6) Reactant: [H-].[Na+].[C:3]([C:5]1[CH:10]=[CH:9][N:8]2[N:11]=[CH:12][C:13]([C:14]3[N:19]=[C:18]([NH:20][C@@H:21]4[CH2:26][CH2:25][CH2:24][N:23](C(OC(C)(C)C)=O)[CH2:22]4)[CH:17]=[CH:16][N:15]=3)=[C:7]2[CH:6]=1)#[N:4].[CH3:34]I. Product: [CH3:34][N:20]([C@@H:21]1[CH2:26][CH2:25][CH2:24][NH:23][CH2:22]1)[C:18]1[CH:17]=[CH:16][N:15]=[C:14]([C:13]2[CH:12]=[N:11][N:8]3[CH:9]=[CH:10][C:5]([C:3]#[N:4])=[CH:6][C:7]=23)[N:19]=1. The catalyst class is: 9.